Dataset: Reaction yield outcomes from USPTO patents with 853,638 reactions. Task: Predict the reaction yield, written as a fraction of the theoretical maximum amount of product (1.0 means a 100% yield; for example, 0.34 means a 34% yield). (1) The reactants are [CH3:1][C:2]1[CH:11]=[C:10]([CH2:12][O:13][C:14]2[CH:19]=[CH:18][C:17]([S:20]([NH:23][C@H:24]3[CH2:28][CH2:27][CH2:26][C@H:25]3[C:29]([O:31][C:32]([CH3:35])([CH3:34])[CH3:33])=[O:30])(=[O:22])=[O:21])=[CH:16][CH:15]=2)[C:9]2[C:4](=[CH:5][CH:6]=[CH:7][CH:8]=2)[N:3]=1.I[CH3:37]. No catalyst specified. The product is [CH3:37][N:23]([S:20]([C:17]1[CH:16]=[CH:15][C:14]([O:13][CH2:12][C:10]2[C:9]3[C:4](=[CH:5][CH:6]=[CH:7][CH:8]=3)[N:3]=[C:2]([CH3:1])[CH:11]=2)=[CH:19][CH:18]=1)(=[O:22])=[O:21])[C@H:24]1[CH2:28][CH2:27][CH2:26][C@H:25]1[C:29]([O:31][C:32]([CH3:35])([CH3:34])[CH3:33])=[O:30]. The yield is 0.930. (2) The reactants are [Cl:1][C:2]1[O:6][C:5]([C:7]([OH:9])=O)=[CH:4][C:3]=1[C:10]1[N:14]([CH3:15])[N:13]=[CH:12][C:11]=1[Cl:16].[NH2:17][C@@H:18]([CH2:31][C:32]1[CH:37]=[CH:36][CH:35]=[CH:34][C:33]=1[C:38]([F:41])([F:40])[F:39])[CH2:19][N:20]1[C:28](=[O:29])[C:27]2[C:22](=[CH:23][CH:24]=[CH:25][CH:26]=2)[C:21]1=[O:30].CCN(C(C)C)C(C)C.F[P-](F)(F)(F)(F)F.Br[P+](N1CCCC1)(N1CCCC1)N1CCCC1. The catalyst is ClCCl. The product is [Cl:1][C:2]1[O:6][C:5]([C:7]([NH:17][C@@H:18]([CH2:31][C:32]2[CH:37]=[CH:36][CH:35]=[CH:34][C:33]=2[C:38]([F:41])([F:39])[F:40])[CH2:19][N:20]2[C:28](=[O:29])[C:27]3[C:22](=[CH:23][CH:24]=[CH:25][CH:26]=3)[C:21]2=[O:30])=[O:9])=[CH:4][C:3]=1[C:10]1[N:14]([CH3:15])[N:13]=[CH:12][C:11]=1[Cl:16]. The yield is 0.420. (3) The reactants are I[C:2]1[CH:7]=[CH:6][C:5]([O:8][CH3:9])=[C:4]([O:10][CH:11]([CH3:13])[CH3:12])[C:3]=1[S:14][CH2:15][C:16]1[CH:21]=[CH:20][CH:19]=[CH:18][CH:17]=1.[CH:22]#[C:23][CH3:24]. The catalyst is C(N(CC)CC)C.C(OCC)C.[Cu]I. The product is [CH:11]([O:10][C:4]1[C:3]([S:14][CH2:15][C:16]2[CH:21]=[CH:20][CH:19]=[CH:18][CH:17]=2)=[C:2]([C:22]#[C:23][CH3:24])[CH:7]=[CH:6][C:5]=1[O:8][CH3:9])([CH3:13])[CH3:12]. The yield is 0.670.